Dataset: Full USPTO retrosynthesis dataset with 1.9M reactions from patents (1976-2016). Task: Predict the reactants needed to synthesize the given product. Given the product [Cl-:27].[C:24]([N+:1]1[C:22]([CH:16]2[CH2:17][CH2:18][CH2:19][CH2:20][CH2:21]2)=[C:15]([NH:14][CH:8]2[CH2:13][CH2:12][CH2:11][CH2:10][CH2:9]2)[N:3]2[CH:4]=[CH:5][CH:6]=[CH:7][C:2]=12)(=[O:26])[CH3:25], predict the reactants needed to synthesize it. The reactants are: [NH2:1][C:2]1[CH:7]=[CH:6][CH:5]=[CH:4][N:3]=1.[CH:8]1([N+:14]#[C-:15])[CH2:13][CH2:12][CH2:11][CH2:10][CH2:9]1.[CH:16]1([CH:22]=O)[CH2:21][CH2:20][CH2:19][CH2:18][CH2:17]1.[C:24]([Cl:27])(=[O:26])[CH3:25].